Task: Predict the product of the given reaction.. Dataset: Forward reaction prediction with 1.9M reactions from USPTO patents (1976-2016) (1) Given the reactants C(O[C:4](=O)[NH:5][CH2:6][CH2:7][CH:8]1[CH2:12][CH2:11][CH:10]([CH2:13][CH2:14][C:15]2[CH:20]=[C:19]([F:21])[CH:18]=[CH:17][C:16]=2[O:22][CH3:23])[O:9]1)C.[H-].[H-].[H-].[H-].[Li+].[Al+3].Cl.[OH-].[Na+], predict the reaction product. The product is: [F:21][C:19]1[CH:18]=[CH:17][C:16]([O:22][CH3:23])=[C:15]([CH2:14][CH2:13][CH:10]2[O:9][CH:8]([CH2:7][CH2:6][NH:5][CH3:4])[CH2:12][CH2:11]2)[CH:20]=1. (2) Given the reactants [F:1][C:2]([F:13])([F:12])[C:3]1[CH:4]=[C:5]([NH:10]N)[CH:6]=[C:7]([F:9])[CH:8]=1.[CH3:14][CH:15]([C:24](=O)[CH3:25])[CH2:16][CH2:17][CH2:18][CH2:19][S:20]([OH:23])(=[O:22])=[O:21], predict the reaction product. The product is: [F:1][C:2]([F:13])([F:12])[C:3]1[CH:8]=[C:7]([F:9])[CH:6]=[C:5]2[C:4]=1[C:15]([CH3:14])([CH2:16][CH2:17][CH2:18][CH2:19][S:20]([OH:23])(=[O:21])=[O:22])[C:24]([CH3:25])=[N:10]2. (3) Given the reactants Br[CH2:2][C:3]([O:5][CH2:6][CH3:7])=[O:4].[OH:8][C@@H:9]([CH2:27][CH2:28][CH2:29][CH2:30][CH3:31])[CH2:10][CH2:11][C@@H:12]1[C@H:16]2[CH2:17][C:18]3[CH:19]=[CH:20][CH:21]=[C:22]([OH:25])[C:23]=3[CH2:24][C@H:15]2[CH2:14][C@H:13]1[OH:26].C(=O)([O-])[O-].[K+].[K+].[I-].[K+], predict the reaction product. The product is: [OH:26][C@H:13]1[C@H:12]([CH2:11][CH2:10][C@@H:9]([OH:8])[CH2:27][CH2:28][CH2:29][CH2:30][CH3:31])[C@H:16]2[CH2:17][C:18]3[C:23]([CH2:24][C@H:15]2[CH2:14]1)=[C:22]([O:25][CH2:2][C:3]([O:5][CH2:6][CH3:7])=[O:4])[CH:21]=[CH:20][CH:19]=3. (4) Given the reactants Cl.[C:2]1([C:8]2[O:9][C:10]3[CH2:15][CH2:14][NH:13][CH2:12][C:11]=3[N:16]=2)[CH:7]=[CH:6][CH:5]=[CH:4][CH:3]=1.Cl[C:18]1[CH:23]=[N:22][CH:21]=[CH:20][N:19]=1.CCN(C(C)C)C(C)C, predict the reaction product. The product is: [C:2]1([C:8]2[O:9][C:10]3[CH2:15][CH2:14][N:13]([C:18]4[CH:23]=[N:22][CH:21]=[CH:20][N:19]=4)[CH2:12][C:11]=3[N:16]=2)[CH:3]=[CH:4][CH:5]=[CH:6][CH:7]=1. (5) The product is: [CH2:12]([O:14][C:15](=[O:28])[C:16]1[CH:21]=[CH:20][CH:19]=[C:18]([C:22]2[CH2:26][CH2:25][CH2:24][C:23]=2[C:4]2[CH:5]=[CH:6][CH:7]=[CH:8][C:3]=2[O:2][CH3:1])[CH:17]=1)[CH3:13]. Given the reactants [CH3:1][O:2][C:3]1[CH:8]=[CH:7][CH:6]=[CH:5][C:4]=1B(O)O.[CH2:12]([O:14][C:15](=[O:28])[C:16]1[CH:21]=[CH:20][CH:19]=[C:18]([C:22]2[CH2:26][CH2:25][CH2:24][C:23]=2Br)[CH:17]=1)[CH3:13].C(=O)([O-])[O-].[K+].[K+].C1(C)C=CC=CC=1.C(O)C, predict the reaction product. (6) Given the reactants [CH3:1][O:2][C:3](=[O:57])[NH:4][CH:5]([C:9]([N:11]1[CH:16]([C:17]2[NH:18][C:19]([C:22]3[CH:27]=[CH:26][C:25]([C:28]4[CH:33]=[CH:32][C:31]([C:34]5[NH:35][C:36]([CH:39]6[CH:44]7[CH2:45][CH:41]([CH2:42][CH2:43]7)[N:40]6[C:46](=[O:56])[CH:47]([NH:51][C:52]([O:54][CH3:55])=[O:53])[CH:48]([CH3:50])[CH3:49])=[N:37][CH:38]=5)=[CH:30][CH:29]=4)=[CH:24][CH:23]=3)=[CH:20][N:21]=2)[CH2:15][CH:14]2[CH:12]1[CH2:13]2)=[O:10])[CH:6]([CH3:8])[CH3:7].[C:58](OC(N1C(C2NC(C3C=CC(Br)=CC=3)=CN=2)CC2C1C2)=O)(C)(C)[CH3:59], predict the reaction product. The product is: [CH3:1][O:2][C:3](=[O:57])[NH:4][CH:5]([C:9]([N:11]1[CH:16]([C:17]2[NH:18][C:19]3[C:22]4[C:27]([CH:58]=[CH:59][C:20]=3[N:21]=2)=[CH:26][C:25]([C:28]2[CH:33]=[CH:32][C:31]([C:34]3[NH:35][C:36]([CH:39]5[CH:44]6[CH2:45][CH:41]([CH2:42][CH2:43]6)[N:40]5[C:46](=[O:56])[CH:47]([NH:51][C:52]([O:54][CH3:55])=[O:53])[CH:48]([CH3:50])[CH3:49])=[N:37][CH:38]=3)=[CH:30][CH:29]=2)=[CH:24][CH:23]=4)[CH2:15][CH:14]2[CH:12]1[CH2:13]2)=[O:10])[CH:6]([CH3:8])[CH3:7]. (7) The product is: [OH:1][C:2]1[C:3]([O:19][CH3:20])=[C:4]([CH:16]=[CH:17][CH:18]=1)[CH2:5][CH:6]1[C:11](=[O:12])[O:10][C:9]([CH3:13])([CH3:14])[O:8][C:7]1=[O:15]. Given the reactants [OH:1][C:2]1[C:3]([O:19][CH3:20])=[C:4]([CH:16]=[CH:17][CH:18]=1)[CH:5]=[C:6]1[C:11](=[O:12])[O:10][C:9]([CH3:14])([CH3:13])[O:8][C:7]1=[O:15], predict the reaction product.